Dataset: Reaction yield outcomes from USPTO patents with 853,638 reactions. Task: Predict the reaction yield, written as a fraction of the theoretical maximum amount of product (1.0 means a 100% yield; for example, 0.34 means a 34% yield). (1) The reactants are [CH:1]1([CH2:4][O:5][C:6]2[N:11]=[C:10]([C:12]([OH:14])=O)[CH:9]=[CH:8][C:7]=2[C:15]2([OH:19])[CH2:18][CH2:17][CH2:16]2)[CH2:3][CH2:2]1.[NH2:20][C:21]1([CH2:25][C:26]([NH2:28])=[O:27])[CH2:24][O:23][CH2:22]1.CCN(C(C)C)C(C)C. No catalyst specified. The product is [NH2:28][C:26](=[O:27])[CH2:25][C:21]1([NH:20][C:12]([C:10]2[CH:9]=[CH:8][C:7]([C:15]3([OH:19])[CH2:18][CH2:17][CH2:16]3)=[C:6]([O:5][CH2:4][CH:1]3[CH2:2][CH2:3]3)[N:11]=2)=[O:14])[CH2:24][O:23][CH2:22]1. The yield is 0.530. (2) The reactants are S(Cl)([Cl:3])=O.[CH3:5][O:6][C:7](=[O:16])[C:8]1[CH:13]=[CH:12][C:11]([CH2:14]O)=[N:10][CH:9]=1. The catalyst is C(Cl)(Cl)Cl. The product is [CH3:5][O:6][C:7](=[O:16])[C:8]1[CH:13]=[CH:12][C:11]([CH2:14][Cl:3])=[N:10][CH:9]=1. The yield is 0.900. (3) The reactants are [C:1]([O:5][C:6]([NH:8][C@:9]1([C:15]([O:17][CH2:18][CH3:19])=[O:16])[CH2:11][C@H:10]1[CH2:12][CH2:13][OH:14])=[O:7])([CH3:4])([CH3:3])[CH3:2].CC(OI1(OC(C)=O)(OC(C)=O)OC(=O)C2C=CC=CC1=2)=O. The catalyst is C(Cl)Cl. The product is [C:1]([O:5][C:6]([NH:8][C@:9]1([C:15]([O:17][CH2:18][CH3:19])=[O:16])[CH2:11][C@H:10]1[CH2:12][CH:13]=[O:14])=[O:7])([CH3:3])([CH3:4])[CH3:2]. The yield is 0.639. (4) No catalyst specified. The reactants are [NH2:1][C:2]1[N:10]=[CH:9][N:8]=[C:7]2[C:3]=1[N:4]=[CH:5][N:6]2[C@H:11]1[C@@H:15]2[O:16][C:17]([CH3:20])([CH3:19])[O:18][C@@H:14]2[C@@H:13]([CH2:21][N:22]([CH2:27][CH2:28][CH2:29][CH2:30][C:31](O)=[O:32])[S:23]([CH3:26])(=[O:25])=[O:24])[O:12]1.[CH:34]1[CH:39]=[N:38][C:37]2N(O)N=N[C:36]=2[CH:35]=1.CN(C(ON1N=NC2[CH:55]=[CH:56][CH:57]=NC1=2)=[N+](C)C)C.F[P-](F)(F)(F)(F)F.[CH3:68]CN(CC)CC.C[N:76]([CH:78]=O)C. The product is [NH2:38][C:39]1[CH:34]=[CH:35][C:36]([C:56]([CH3:55])([CH3:57])[CH3:68])=[CH:37][C:78]=1[NH:76][C:31](=[O:32])[CH2:30][CH2:29][CH2:28][CH2:27][N:22]([CH2:21][C@@H:13]1[C@@H:14]2[C@@H:15]([O:16][C:17]([CH3:19])([CH3:20])[O:18]2)[C@H:11]([N:6]2[CH:5]=[N:4][C:3]3[C:7]2=[N:8][CH:9]=[N:10][C:2]=3[NH2:1])[O:12]1)[S:23]([CH3:26])(=[O:24])=[O:25]. The yield is 0.450. (5) The reactants are [C:1]([CH:5]1[CH2:10][CH2:9][CH:8]([NH:11][CH2:12][C:13]2[CH:18]=[CH:17][C:16]([C:19](=[O:31])[CH2:20][C:21]3[N:22]=[N:23][N:24](C(OC)(C)C)[N:25]=3)=[CH:15][CH:14]=2)[CH2:7][CH2:6]1)([CH3:4])([CH3:3])[CH3:2].[F:32][C:33]([F:48])([F:47])[C:34]1[CH:35]=[C:36]([N:44]=[C:45]=[O:46])[CH:37]=[C:38]([C:40]([F:43])([F:42])[F:41])[CH:39]=1. The catalyst is C1COCC1. The product is [F:32][C:33]([F:47])([F:48])[C:34]1[CH:35]=[C:36]([NH:44][C:45](=[O:46])[N:11]([CH:8]2[CH2:9][CH2:10][CH:5]([C:1]([CH3:3])([CH3:2])[CH3:4])[CH2:6][CH2:7]2)[CH2:12][C:13]2[CH:18]=[CH:17][C:16]([C:19](=[O:31])[CH2:20][C:21]3[N:25]=[N:24][NH:23][N:22]=3)=[CH:15][CH:14]=2)[CH:37]=[C:38]([C:40]([F:43])([F:41])[F:42])[CH:39]=1. The yield is 0.880. (6) The reactants are [CH3:1][O:2][C:3]1[CH:4]=[C:5](B(O)O)[CH:6]=[CH:7][CH:8]=1.Cl[C:13]1[C:18]([CH2:19][OH:20])=[CH:17][CH:16]=[CH:15][N:14]=1.C(=O)(O)[O-].[Na+].O1CCOCC1. The catalyst is O.C1C=CC(P(C2C=CC=CC=2)[C-]2C=CC=C2)=CC=1.C1C=CC(P(C2C=CC=CC=2)[C-]2C=CC=C2)=CC=1.Cl[Pd]Cl.[Fe+2]. The product is [CH3:1][O:2][C:3]1[CH:4]=[C:5]([C:13]2[C:18]([CH2:19][OH:20])=[CH:17][CH:16]=[CH:15][N:14]=2)[CH:6]=[CH:7][CH:8]=1. The yield is 0.870. (7) The reactants are [CH3:1][O:2][C:3]1[CH:8]=[CH:7][CH:6]=[CH:5][C:4]=1[C:9]1[C:17]2[C:12](=[N:13][CH:14]=[C:15]([C:18]3[CH:19]=[C:20]([CH:24]=[CH:25][CH:26]=3)[C:21](O)=[O:22])[CH:16]=2)[NH:11][N:10]=1.CN(C(ON1N=NC2C=CC=NC1=2)=[N+](C)C)C.F[P-](F)(F)(F)(F)F.[N:51]1[CH:56]=[CH:55][CH:54]=[N:53][C:52]=1[N:57]1[CH2:62][CH2:61][NH:60][CH2:59][CH2:58]1. The catalyst is CN(C=O)C. The product is [CH3:1][O:2][C:3]1[CH:8]=[CH:7][CH:6]=[CH:5][C:4]=1[C:9]1[C:17]2[C:12](=[N:13][CH:14]=[C:15]([C:18]3[CH:19]=[C:20]([C:21]([N:60]4[CH2:61][CH2:62][N:57]([C:52]5[N:51]=[CH:56][CH:55]=[CH:54][N:53]=5)[CH2:58][CH2:59]4)=[O:22])[CH:24]=[CH:25][CH:26]=3)[CH:16]=2)[NH:11][N:10]=1. The yield is 0.280. (8) The reactants are [C:1]([C:5]1[CH:6]=[C:7]2[C:12](=[C:13]([F:15])[CH:14]=1)[C:11](=[O:16])[N:10]([C:17]1[C:18]([CH2:39][OH:40])=[C:19]([N:23]3[CH:27]=[C:26]([C:28]([NH2:30])=[O:29])[C:25]([NH:31][C:32]4[CH:37]=[CH:36][C:35](Cl)=[CH:34][N:33]=4)=[N:24]3)[CH:20]=[CH:21][CH:22]=1)[N:9]=[CH:8]2)([CH3:4])([CH3:3])[CH3:2].C1(P(C2CCCCC2)C2C=CC=CC=2C2C(OC)=CC=CC=2OC)CCCCC1.[CH3:70][N:71](C)C=O. The catalyst is [C-]#N.[Zn+2].[C-]#N.C1C=CC(/C=C/C(/C=C/C2C=CC=CC=2)=O)=CC=1.C1C=CC(/C=C/C(/C=C/C2C=CC=CC=2)=O)=CC=1.C1C=CC(/C=C/C(/C=C/C2C=CC=CC=2)=O)=CC=1.[Pd].[Pd]. The product is [C:1]([C:5]1[CH:6]=[C:7]2[C:12](=[C:13]([F:15])[CH:14]=1)[C:11](=[O:16])[N:10]([C:17]1[C:18]([CH2:39][OH:40])=[C:19]([N:23]3[CH:27]=[C:26]([C:28]([NH2:30])=[O:29])[C:25]([NH:31][C:32]4[CH:37]=[CH:36][C:35]([C:70]#[N:71])=[CH:34][N:33]=4)=[N:24]3)[CH:20]=[CH:21][CH:22]=1)[N:9]=[CH:8]2)([CH3:4])([CH3:3])[CH3:2]. The yield is 0.910. (9) The reactants are [O:1]=[C:2]1[N:6]([C@@H:7]([C:9]2[CH:14]=[CH:13][CH:12]=[CH:11][CH:10]=2)[CH3:8])[CH2:5][CH:4]([C:15]([O:17][C:18]([CH3:21])([CH3:20])[CH3:19])=[O:16])[CH2:3]1.C=O.[H-].[Na+].C(O)(=O)C[C:28](CC(O)=O)(C(O)=O)[OH:29]. The catalyst is CN(C)C=O. The product is [OH:29][CH2:28][C@:4]1([C:15]([O:17][C:18]([CH3:20])([CH3:19])[CH3:21])=[O:16])[CH2:3][C:2](=[O:1])[N:6]([C@@H:7]([C:9]2[CH:10]=[CH:11][CH:12]=[CH:13][CH:14]=2)[CH3:8])[CH2:5]1. The yield is 0.230.